Predict the reactants needed to synthesize the given product. From a dataset of Full USPTO retrosynthesis dataset with 1.9M reactions from patents (1976-2016). Given the product [N+:1]([C:4]1[CH:12]=[CH:11][CH:10]=[CH:9][C:5]=1[C:6]1[S:8][CH:14]=[C:15]([C:17]2[CH:22]=[CH:21][CH:20]=[CH:19][CH:18]=2)[N:7]=1)([O-:3])=[O:2], predict the reactants needed to synthesize it. The reactants are: [N+:1]([C:4]1[CH:12]=[CH:11][CH:10]=[CH:9][C:5]=1[C:6](=[S:8])[NH2:7])([O-:3])=[O:2].Br[CH2:14][C:15]([C:17]1[CH:22]=[CH:21][CH:20]=[CH:19][CH:18]=1)=O.